From a dataset of NCI-60 drug combinations with 297,098 pairs across 59 cell lines. Regression. Given two drug SMILES strings and cell line genomic features, predict the synergy score measuring deviation from expected non-interaction effect. (1) Drug 1: C1CCN(CC1)CCOC2=CC=C(C=C2)C(=O)C3=C(SC4=C3C=CC(=C4)O)C5=CC=C(C=C5)O. Drug 2: C1=NC(=NC(=O)N1C2C(C(C(O2)CO)O)O)N. Cell line: DU-145. Synergy scores: CSS=5.44, Synergy_ZIP=0.787, Synergy_Bliss=6.78, Synergy_Loewe=0.787, Synergy_HSA=2.69. (2) Drug 1: CC(C)(C#N)C1=CC(=CC(=C1)CN2C=NC=N2)C(C)(C)C#N. Drug 2: CCC1(C2=C(COC1=O)C(=O)N3CC4=CC5=C(C=CC(=C5CN(C)C)O)N=C4C3=C2)O.Cl. Cell line: SF-295. Synergy scores: CSS=49.9, Synergy_ZIP=-1.73, Synergy_Bliss=-2.39, Synergy_Loewe=-20.0, Synergy_HSA=-0.191. (3) Drug 1: CN(C(=O)NC(C=O)C(C(C(CO)O)O)O)N=O. Drug 2: B(C(CC(C)C)NC(=O)C(CC1=CC=CC=C1)NC(=O)C2=NC=CN=C2)(O)O. Cell line: DU-145. Synergy scores: CSS=56.4, Synergy_ZIP=-5.46, Synergy_Bliss=-8.57, Synergy_Loewe=-8.97, Synergy_HSA=-3.83. (4) Drug 1: C1=CC=C(C=C1)NC(=O)CCCCCCC(=O)NO. Drug 2: C1CN1C2=NC(=NC(=N2)N3CC3)N4CC4. Cell line: SK-MEL-5. Synergy scores: CSS=58.4, Synergy_ZIP=-4.42, Synergy_Bliss=-5.02, Synergy_Loewe=-1.63, Synergy_HSA=1.66.